Dataset: Reaction yield outcomes from USPTO patents with 853,638 reactions. Task: Predict the reaction yield, written as a fraction of the theoretical maximum amount of product (1.0 means a 100% yield; for example, 0.34 means a 34% yield). The reactants are [F:1][C:2]([F:7])([F:6])[C:3]([F:5])=[O:4].[F-:8].[K+].[CH2:10]=[C:11]([C:16](OS(F)(=O)=O)([F:18])[F:17])[C:12]([F:15])([F:14])[F:13]. The catalyst is COCCOCCOC. The product is [F:17][C:16]([F:18])([O:4][C:3]([F:8])([F:5])[C:2]([F:7])([F:6])[F:1])[C:11]([C:12]([F:15])([F:14])[F:13])=[CH2:10]. The yield is 0.310.